Dataset: Retrosynthesis with 50K atom-mapped reactions and 10 reaction types from USPTO. Task: Predict the reactants needed to synthesize the given product. (1) Given the product CC(C)(C)OC(=O)[C@H]1CCCN1c1ccc2c(C(=O)NCC3CCCCC3)c(Cl)ccc2n1, predict the reactants needed to synthesize it. The reactants are: CC(C)(C)OC(=O)[C@H]1CCCN1.O=C(NCC1CCCCC1)c1c(Cl)ccc2nc(Cl)ccc12. (2) Given the product Cc1[nH]c(C(=O)NC2CN(c3cccc(C(=O)O)c3)C2=O)c(Cl)c1Cl, predict the reactants needed to synthesize it. The reactants are: COC(=O)c1cccc(N2CC(NC(=O)c3[nH]c(C)c(Cl)c3Cl)C2=O)c1. (3) Given the product NC(=O)c1cnc(N)c2c1sc1cc(-c3ccccc3)ccc12, predict the reactants needed to synthesize it. The reactants are: NC(=O)c1cnc(N)c2c1sc1cc(Br)ccc12.OB(O)c1ccccc1. (4) Given the product CN(C)C1(c2ccccc2)CCC(NCCc2c[nH]c3ccccc23)CC1, predict the reactants needed to synthesize it. The reactants are: CN(C)C1(c2ccccc2)CCC(=O)CC1.NCCc1c[nH]c2ccccc12. (5) The reactants are: COc1ccc2cccc(C(F)CBr)c2c1.[N-]=[N+]=[N-]. Given the product COc1ccc2cccc(C(F)CN=[N+]=[N-])c2c1, predict the reactants needed to synthesize it. (6) Given the product CCc1nc2ccccc2n1-c1nc(N2CCOCC2)c2nc(C(=O)N3CCC(C(C)(C)O)CC3)sc2n1, predict the reactants needed to synthesize it. The reactants are: CC(C)(O)C1CCN(C(=O)c2nc3c(N4CCOCC4)nc(Cl)nc3s2)CC1.CCc1nc2ccccc2[nH]1. (7) Given the product Cn1ccnc1-c1ccc(Cn2cc(C(=O)N[C@H]3CCCC[C@@H]3O)c3ncccc32)cc1, predict the reactants needed to synthesize it. The reactants are: CCCC[Sn](CCCC)(CCCC)c1nccn1C.O=C(N[C@H]1CCCC[C@@H]1O)c1cn(Cc2ccc(Br)cc2)c2cccnc12. (8) Given the product Cn1nc(C(C)(C)C)c(Cl)c1C(=O)O, predict the reactants needed to synthesize it. The reactants are: CCOC(=O)c1c(Cl)c(C(C)(C)C)nn1C.